From a dataset of NCI-60 drug combinations with 297,098 pairs across 59 cell lines. Regression. Given two drug SMILES strings and cell line genomic features, predict the synergy score measuring deviation from expected non-interaction effect. (1) Drug 1: CCC1(C2=C(COC1=O)C(=O)N3CC4=CC5=C(C=CC(=C5CN(C)C)O)N=C4C3=C2)O.Cl. Drug 2: CC12CCC3C(C1CCC2OP(=O)(O)O)CCC4=C3C=CC(=C4)OC(=O)N(CCCl)CCCl.[Na+]. Cell line: NCIH23. Synergy scores: CSS=42.2, Synergy_ZIP=-1.00, Synergy_Bliss=-3.66, Synergy_Loewe=-20.1, Synergy_HSA=-0.797. (2) Drug 1: CC1=C(C(CCC1)(C)C)C=CC(=CC=CC(=CC(=O)O)C)C. Drug 2: C(CC(=O)O)C(=O)CN.Cl. Cell line: A549. Synergy scores: CSS=22.9, Synergy_ZIP=-0.283, Synergy_Bliss=2.50, Synergy_Loewe=-4.98, Synergy_HSA=2.65. (3) Drug 1: CCCS(=O)(=O)NC1=C(C(=C(C=C1)F)C(=O)C2=CNC3=C2C=C(C=N3)C4=CC=C(C=C4)Cl)F. Drug 2: CC1CCC2CC(C(=CC=CC=CC(CC(C(=O)C(C(C(=CC(C(=O)CC(OC(=O)C3CCCCN3C(=O)C(=O)C1(O2)O)C(C)CC4CCC(C(C4)OC)OCCO)C)C)O)OC)C)C)C)OC. Cell line: HOP-92. Synergy scores: CSS=21.1, Synergy_ZIP=0.128, Synergy_Bliss=6.47, Synergy_Loewe=-1.83, Synergy_HSA=5.27. (4) Drug 1: C1CC(=O)NC(=O)C1N2CC3=C(C2=O)C=CC=C3N. Drug 2: C1=CC=C(C=C1)NC(=O)CCCCCCC(=O)NO. Cell line: 786-0. Synergy scores: CSS=9.69, Synergy_ZIP=-3.33, Synergy_Bliss=-2.73, Synergy_Loewe=-0.955, Synergy_HSA=-0.947. (5) Drug 1: C1CN1P(=S)(N2CC2)N3CC3. Drug 2: CCC1(CC2CC(C3=C(CCN(C2)C1)C4=CC=CC=C4N3)(C5=C(C=C6C(=C5)C78CCN9C7C(C=CC9)(C(C(C8N6C)(C(=O)OC)O)OC(=O)C)CC)OC)C(=O)OC)O.OS(=O)(=O)O. Cell line: SF-268. Synergy scores: CSS=17.6, Synergy_ZIP=-4.10, Synergy_Bliss=-0.277, Synergy_Loewe=-6.76, Synergy_HSA=-0.248.